Dataset: Full USPTO retrosynthesis dataset with 1.9M reactions from patents (1976-2016). Task: Predict the reactants needed to synthesize the given product. (1) Given the product [OH:24][CH2:23][CH2:22][C@H:19]1[CH2:18][CH2:17][C@H:16]([C:13]2[CH:14]=[CH:15][C:10]([C:8]3[N:9]=[C:4]([C:1]([NH2:2])=[O:3])[C:5]([CH3:27])=[N:6][C:7]=3[CH3:26])=[CH:11][CH:12]=2)[CH2:21][CH2:20]1, predict the reactants needed to synthesize it. The reactants are: [C:1]([C:4]1[N:9]=[C:8]([C:10]2[CH:15]=[CH:14][C:13]([C@H:16]3[CH2:21][CH2:20][C@H:19]([CH2:22][C:23](O)=[O:24])[CH2:18][CH2:17]3)=[CH:12][CH:11]=2)[C:7]([CH3:26])=[N:6][C:5]=1[CH3:27])(=[O:3])[NH2:2].CN1CCOCC1.ClC(OCC)=O.[BH4-].[Na+]. (2) Given the product [Br:1][C:24]1[C:19]([O:18][CH3:17])=[CH:20][C:21]([N:25]2[CH2:30][CH2:29][N:28]([CH3:31])[CH2:27][C@H:26]2[CH3:32])=[N:22][CH:23]=1, predict the reactants needed to synthesize it. The reactants are: [Br:1]C1C=C(OC)C(N2CCN(C)CC2)=NC=1.[CH3:17][O:18][C:19]1[CH:24]=[CH:23][N:22]=[C:21]([N:25]2[CH2:30][CH2:29][N:28]([CH3:31])[CH2:27][C@H:26]2[CH3:32])[CH:20]=1. (3) Given the product [O:34]1[C:38]([C:39]([CH:16]2[C:10]3[CH:9]=[CH:8][C:7]([N:6]4[CH2:5][C@H:4]([CH2:19][NH:20][C:21](=[O:23])[CH3:22])[O:3][C:2]4=[O:1])=[CH:18][C:11]=3[CH2:12][CH2:13][CH2:14][C:15]2=[O:17])=[O:40])=[CH:37][CH:36]=[N:35]1, predict the reactants needed to synthesize it. The reactants are: [O:1]=[C:2]1[N:6]([C:7]2[CH:8]=[CH:9][C:10]3[CH2:16][C:15](=[O:17])[CH2:14][CH2:13][CH2:12][C:11]=3[CH:18]=2)[CH2:5][C@H:4]([CH2:19][NH:20][C:21](=[O:23])[CH3:22])[O:3]1.[Li+].C[Si]([N-][Si](C)(C)C)(C)C.[O:34]1[C:38]([C:39](Cl)=[O:40])=[CH:37][CH:36]=[N:35]1.[Cl-].[NH4+]. (4) Given the product [CH3:31][C:29]1[CH:28]=[C:4]([CH:3]=[C:2]([CH3:1])[CH:30]=1)[O:5][C:6]1[CH:11]=[CH:10][C:9]([CH2:12][OH:13])=[CH:8][C:7]=1[S:16]([N:19]1[CH2:24][CH2:23][N:22]([C:25]([O:27][C:2]([CH3:3])([CH3:30])[CH3:1])=[O:26])[CH2:21][CH2:20]1)(=[O:17])=[O:18], predict the reactants needed to synthesize it. The reactants are: [CH3:1][C:2]1[CH:3]=[C:4]([CH:28]=[C:29]([CH3:31])[CH:30]=1)[O:5][C:6]1[CH:11]=[CH:10][C:9]([C:12](OC)=[O:13])=[CH:8][C:7]=1[S:16]([N:19]1[CH2:24][CH2:23][N:22]([C:25]([O-:27])=[O:26])[CH2:21][CH2:20]1)(=[O:18])=[O:17].[Li+].[BH4-]. (5) Given the product [CH2:17]([C:13]1[C:12](=[O:11])[N:1]2[CH:5]=[CH:4][NH:3][C:2]2=[C:6]([C:7]#[N:8])[C:14]=1[CH3:16])[C:18]1[CH:23]=[CH:22][CH:21]=[CH:20][CH:19]=1, predict the reactants needed to synthesize it. The reactants are: [NH:1]1[CH:5]=[CH:4][N:3]=[C:2]1[CH2:6][C:7]#[N:8].C([O:11][C:12](=O)[CH:13]([CH2:17][C:18]1[CH:23]=[CH:22][CH:21]=[CH:20][CH:19]=1)[C:14]([CH3:16])=O)C.C([O-])(=O)C.[NH4+]. (6) Given the product [Br:25][C:22]1[CH:23]=[CH:24][C:19]([N:15]2[C:16]3[C:11](=[CH:10][C:9]([S:8]([O:51][C:42]4[C:41]([F:40])=[C:46]([F:47])[C:45]([F:48])=[C:44]([F:49])[C:43]=4[F:50])(=[O:37])=[O:59])=[CH:18][CH:17]=3)[CH:12]=[CH:13][C:14]2=[O:28])=[C:20]([O:26][CH3:27])[CH:21]=1, predict the reactants needed to synthesize it. The reactants are: C([S:8][C:9]1[CH:10]=[C:11]2[C:16](=[CH:17][CH:18]=1)[N:15]([C:19]1[CH:24]=[CH:23][C:22]([Br:25])=[CH:21][C:20]=1[O:26][CH3:27])[C:14](=[O:28])[CH:13]=[CH:12]2)C1C=CC=CC=1.ClN1C(C)(C)C(=[O:37])N(Cl)C1=O.[F:40][C:41]1[C:46]([F:47])=[C:45]([F:48])[C:44]([F:49])=[C:43]([F:50])[C:42]=1[OH:51].C(N(CC)CC)C.[OH2:59]. (7) Given the product [Cl:34]/[CH:35]=[CH:36]\[C:37]([NH:1][C:2]1[CH:33]=[CH:32][CH:31]=[C:4]([O:5][C:6]2[C:7]3[S:30][CH:29]=[CH:28][C:8]=3[N:9]=[C:10]([NH:12][C:13]3[CH:18]=[CH:17][C:16]([N:19]4[CH2:24][CH2:23][N:22]([CH3:25])[CH2:21][CH2:20]4)=[CH:15][CH:14]=3)[N:11]=2)[CH:3]=1)=[O:38], predict the reactants needed to synthesize it. The reactants are: [NH2:1][C:2]1[CH:3]=[C:4]([CH:31]=[CH:32][CH:33]=1)[O:5][C:6]1[C:7]2[S:30][CH:29]=[CH:28][C:8]=2[N:9]=[C:10]([NH:12][C:13]2[CH:18]=[CH:17][C:16]([N:19]3[CH2:24][CH2:23][N:22]([CH3:25])[CH2:21][CH2:20]3)=[CH:15][C:14]=2OC)[N:11]=1.[Cl:34]/[CH:35]=[CH:36]\[C:37](O)=[O:38].Cl.CN(C)CCCN=C=NCC.C(Cl)(Cl)Cl. (8) Given the product [CH2:8]([NH:12][C:13](=[O:14])[C@H:15]([CH3:42])[CH2:16][C@H:17]([OH:41])[C@@H:18]1[CH2:19][C:20]2=[CH:21][C:22](=[CH:23][CH:24]=[CH:25]2)[O:26][CH2:27][CH2:28][CH2:29][CH2:30][CH2:31][C:32](=[O:33])[NH:40][C@@H:38]([CH3:39])[C:36](=[O:37])[NH:35]1)[CH2:9][CH2:10][CH3:11], predict the reactants needed to synthesize it. The reactants are: FC(F)(F)C([O-])=O.[CH2:8]([NH:12][C:13]([C@H:15]([CH3:42])[CH2:16][C@H:17]([OH:41])[C@@H:18]([NH:35][C:36]([C@@H:38]([NH3+:40])[CH3:39])=[O:37])[CH2:19][C:20]1[CH:25]=[CH:24][CH:23]=[C:22]([O:26][CH2:27][CH2:28][CH2:29][CH2:30][CH2:31][C:32](O)=[O:33])[CH:21]=1)=[O:14])[CH2:9][CH2:10][CH3:11].F[P-](F)(F)(F)(F)F.N1(O[P+](N(C)C)(N(C)C)N(C)C)C2C=CC=CC=2N=N1.C(N(C(C)C)CC)(C)C.